Task: Predict the reactants needed to synthesize the given product.. Dataset: Full USPTO retrosynthesis dataset with 1.9M reactions from patents (1976-2016) Given the product [CH2:21]([N:23]1[CH2:24][CH2:25][N:26]([C:29]2[N:34]=[CH:33][C:32]([NH:35][C:2]3[N:3]=[CH:4][C:5]4[S:10][CH:9]=[C:8]([C:11]5[CH:12]=[N:13][C:14]6[C:19]([CH:20]=5)=[CH:18][CH:17]=[CH:16][CH:15]=6)[C:6]=4[N:7]=3)=[CH:31][CH:30]=2)[CH2:27][CH2:28]1)[CH3:22], predict the reactants needed to synthesize it. The reactants are: Cl[C:2]1[N:3]=[CH:4][C:5]2[S:10][CH:9]=[C:8]([C:11]3[CH:12]=[N:13][C:14]4[C:19]([CH:20]=3)=[CH:18][CH:17]=[CH:16][CH:15]=4)[C:6]=2[N:7]=1.[CH2:21]([N:23]1[CH2:28][CH2:27][N:26]([C:29]2[N:34]=[CH:33][C:32]([NH2:35])=[CH:31][CH:30]=2)[CH2:25][CH2:24]1)[CH3:22].